Dataset: Peptide-MHC class II binding affinity with 134,281 pairs from IEDB. Task: Regression. Given a peptide amino acid sequence and an MHC pseudo amino acid sequence, predict their binding affinity value. This is MHC class II binding data. (1) The peptide sequence is WIELKESWGAVWRID. The MHC is DRB1_0901 with pseudo-sequence DRB1_0901. The binding affinity (normalized) is 0.385. (2) The MHC is DRB1_1302 with pseudo-sequence DRB1_1302. The binding affinity (normalized) is 0. The peptide sequence is SGLFQLIFFLTLAGR. (3) The peptide sequence is NGRLITANPVVTKKE. The MHC is DRB4_0101 with pseudo-sequence DRB4_0103. The binding affinity (normalized) is 0.260. (4) The peptide sequence is AAPANPGLIIGA. The MHC is HLA-DQA10301-DQB10302 with pseudo-sequence HLA-DQA10301-DQB10302. The binding affinity (normalized) is 0.165. (5) The peptide sequence is MGVSDVPRDLEVVAA. The MHC is DRB5_0101 with pseudo-sequence DRB5_0101. The binding affinity (normalized) is 0.0974. (6) The peptide sequence is GPKEPFRDYVDRFYKTLR. The MHC is HLA-DQA10401-DQB10402 with pseudo-sequence HLA-DQA10401-DQB10402. The binding affinity (normalized) is 0.165. (7) The peptide sequence is TQLATLRKLCIEGKI. The MHC is DRB1_0301 with pseudo-sequence DRB1_0301. The binding affinity (normalized) is 0.276.